Dataset: Forward reaction prediction with 1.9M reactions from USPTO patents (1976-2016). Task: Predict the product of the given reaction. (1) Given the reactants [Cl:1][C:2]1[CH:9]=[CH:8][C:5]([C:6]#[N:7])=[C:4]([O:10][C@@H:11]([C:15]2[CH:20]=[CH:19][CH:18]=[CH:17][CH:16]=2)[CH2:12][CH2:13]Cl)[CH:3]=1.[I-:21].[Na+], predict the reaction product. The product is: [Cl:1][C:2]1[CH:9]=[CH:8][C:5]([C:6]#[N:7])=[C:4]([O:10][C@@H:11]([C:15]2[CH:20]=[CH:19][CH:18]=[CH:17][CH:16]=2)[CH2:12][CH2:13][I:21])[CH:3]=1. (2) Given the reactants C(OC([NH:8][CH2:9][CH2:10][CH2:11][O:12][C:13]1[CH:14]=[C:15]([C:50]([OH:52])=O)[CH:16]=[C:17]2[C:21]=1[N:20]([CH2:22][CH2:23][CH2:24][NH:25][C:26]1[N:27](C(C3C=CC=CC=3)(C3C=CC=CC=3)C3C=CC=CC=3)[CH:28]=[CH:29][N:30]=1)[N:19]=[CH:18]2)=O)(C)(C)C.CCN(C(C)C)C(C)C.CN(C(ON1N=NC2C=CC=CC1=2)=[N+](C)C)C.F[P-](F)(F)(F)(F)F.[NH2:86][CH2:87][C@H:88]([NH:93][S:94]([C:97]1[C:102]([CH3:103])=[CH:101][C:100]([CH3:104])=[CH:99][C:98]=1[CH3:105])(=[O:96])=[O:95])[C:89]([O:91]C)=[O:90].[Li+].[OH-], predict the reaction product. The product is: [NH2:8][CH2:9][CH2:10][CH2:11][O:12][C:13]1[CH:14]=[C:15]([C:50]([NH:86][CH2:87][C@H:88]([NH:93][S:94]([C:97]2[C:102]([CH3:103])=[CH:101][C:100]([CH3:104])=[CH:99][C:98]=2[CH3:105])(=[O:96])=[O:95])[C:89]([OH:91])=[O:90])=[O:52])[CH:16]=[C:17]2[C:21]=1[N:20]([CH2:22][CH2:23][CH2:24][NH:25][C:26]1[NH:30][CH:29]=[CH:28][N:27]=1)[N:19]=[CH:18]2. (3) The product is: [Br:1][C:2]1[CH:3]=[CH:4][C:5]([CH3:16])=[C:6]([C:8]2[N:9]=[C:10]([NH2:15])[N:11]=[C:12]([NH:24][C:21]3[CH:22]=[CH:23][C:18]([Br:17])=[CH:19][CH:20]=3)[CH:13]=2)[CH:7]=1. Given the reactants [Br:1][C:2]1[CH:3]=[CH:4][C:5]([CH3:16])=[C:6]([C:8]2[CH:13]=[C:12](Cl)[N:11]=[C:10]([NH2:15])[N:9]=2)[CH:7]=1.[Br:17][C:18]1[CH:23]=[CH:22][C:21]([NH2:24])=[CH:20][CH:19]=1, predict the reaction product. (4) Given the reactants [CH2:1]([O:3][CH:4]([O:7][CH2:8][CH3:9])[C:5]#[N:6])[CH3:2].[N+:10]([CH2:12][C:13]([O:15][CH3:16])=[O:14])#[C-:11].CCOCC, predict the reaction product. The product is: [CH2:1]([O:3][CH:4]([O:7][CH2:8][CH3:9])[C:5]1[N:6]=[CH:11][NH:10][C:12]=1[C:13]([O:15][CH3:16])=[O:14])[CH3:2]. (5) Given the reactants Cl.[Cl:2][C:3]1[CH:8]=[C:7]([C:9]#[N:10])[CH:6]=[CH:5][C:4]=1/[C:11](/[CH:42]1[CH2:45][CH2:44][CH2:43]1)=[C:12](\[C:29]1[CH:34]=[CH:33][C:32](/[CH:35]=[CH:36]/[C:37]([O:39]CC)=[O:38])=[CH:31][CH:30]=1)/[C:13]1[CH:14]=[C:15]2[C:19](=[CH:20][CH:21]=1)[N:18](C1CCCCO1)[N:17]=[C:16]2[F:28].[Li+].[OH-], predict the reaction product. The product is: [Cl:2][C:3]1[CH:8]=[C:7]([C:9]#[N:10])[CH:6]=[CH:5][C:4]=1/[C:11](/[CH:42]1[CH2:45][CH2:44][CH2:43]1)=[C:12](\[C:29]1[CH:30]=[CH:31][C:32](/[CH:35]=[CH:36]/[C:37]([OH:39])=[O:38])=[CH:33][CH:34]=1)/[C:13]1[CH:14]=[C:15]2[C:19](=[CH:20][CH:21]=1)[NH:18][N:17]=[C:16]2[F:28].